Predict which catalyst facilitates the given reaction. From a dataset of Catalyst prediction with 721,799 reactions and 888 catalyst types from USPTO. (1) Reactant: [NH2:1][C:2]1([O:9][CH2:10][CH3:11])[CH:7]=[CH:6][C:5]([OH:8])=[CH:4][CH2:3]1.C(=O)([O-])[O-].[K+].[K+].Cl[C:19]1C=CC=C[CH:20]=1.[CH2:25](I)[CH3:26]. Product: [CH2:19]([N:1]([CH2:25][CH3:26])[C:2]1([O:9][CH2:10][CH3:11])[CH:3]=[CH:4][C:5]([OH:8])=[CH:6][CH2:7]1)[CH3:20]. The catalyst class is: 4. (2) Reactant: [N+:1]([C:4]1[CH:25]=[CH:24][C:7]([O:8][C:9]2[CH:14]=[CH:13][C:12]([C@H:15]3[N:23]4[C@@H:18]([CH2:19][CH2:20][CH2:21][CH2:22]4)[CH2:17][CH2:16]3)=[CH:11][CH:10]=2)=[CH:6][CH:5]=1)([O-])=O.C1CC=CCC=1. Product: [NH2:1][C:4]1[CH:5]=[CH:6][C:7]([O:8][C:9]2[CH:10]=[CH:11][C:12]([C@H:15]3[N:23]4[C@@H:18]([CH2:19][CH2:20][CH2:21][CH2:22]4)[CH2:17][CH2:16]3)=[CH:13][CH:14]=2)=[CH:24][CH:25]=1. The catalyst class is: 29.